This data is from Forward reaction prediction with 1.9M reactions from USPTO patents (1976-2016). The task is: Predict the product of the given reaction. Given the reactants [C:1]([O:5][C:6]([N:8]1[CH:15]2[CH:11]([N:12](C(OCC3C=CC=CC=3)=O)[CH2:13][CH:14]2[CH2:16][OH:17])[CH2:10][CH2:9]1)=[O:7])([CH3:4])([CH3:3])[CH3:2].CCN(C(C)C)C(C)C.[CH3:37][S:38](Cl)(=[O:40])=[O:39], predict the reaction product. The product is: [C:1]([O:5][C:6]([N:8]1[CH2:9][CH2:10][CH:11]2[NH:12][CH2:13][CH:14]([CH2:16][O:17][S:38]([CH3:37])(=[O:40])=[O:39])[CH:15]12)=[O:7])([CH3:4])([CH3:3])[CH3:2].